Dataset: Catalyst prediction with 721,799 reactions and 888 catalyst types from USPTO. Task: Predict which catalyst facilitates the given reaction. (1) Reactant: [F:1][C:2]1[CH:3]=[C:4]([CH:8](O)[CH2:9][CH2:10][C:11]([NH:13][C:14]2[CH:19]=[CH:18][C:17]([O:20][C:21]([F:24])([F:23])[F:22])=[CH:16][CH:15]=2)=[O:12])[CH:5]=[CH:6][CH:7]=1.C1(C)C=CC(S(Cl)(=O)=O)=CC=1.CC(C)([O-])C.[K+]. Product: [F:1][C:2]1[CH:3]=[C:4]([CH:8]2[N:13]([C:14]3[CH:19]=[CH:18][C:17]([O:20][C:21]([F:24])([F:23])[F:22])=[CH:16][CH:15]=3)[C:11](=[O:12])[CH2:10][CH2:9]2)[CH:5]=[CH:6][CH:7]=1. The catalyst class is: 7. (2) Reactant: Br[C:2]1[CH:7]=[CH:6][C:5]([C:8]2[C:31](=[O:32])[N:30]([CH2:33][CH3:34])[C:11]3[N:12]=[C:13]([NH:16][C:17]4[CH:22]=[CH:21][C:20]([N:23]5[CH2:28][CH2:27][N:26]([CH3:29])[CH2:25][CH2:24]5)=[CH:19][CH:18]=4)[N:14]=[CH:15][C:10]=3[CH:9]=2)=[C:4]([Cl:35])[CH:3]=1.[CH3:36][C:37]1[S:41][C:40]([Sn](CCCC)(CCCC)CCCC)=[N:39][CH:38]=1. Product: [Cl:35][C:4]1[CH:3]=[C:2]([C:40]2[S:41][C:37]([CH3:36])=[CH:38][N:39]=2)[CH:7]=[CH:6][C:5]=1[C:8]1[C:31](=[O:32])[N:30]([CH2:33][CH3:34])[C:11]2[N:12]=[C:13]([NH:16][C:17]3[CH:22]=[CH:21][C:20]([N:23]4[CH2:28][CH2:27][N:26]([CH3:29])[CH2:25][CH2:24]4)=[CH:19][CH:18]=3)[N:14]=[CH:15][C:10]=2[CH:9]=1. The catalyst class is: 206.